Dataset: Full USPTO retrosynthesis dataset with 1.9M reactions from patents (1976-2016). Task: Predict the reactants needed to synthesize the given product. (1) Given the product [CH2:1]([O:8][C:9]([NH:11][C:12]1[C:13]([CH3:38])=[C:14]([C:18]2[C:30]3[C:29]4[C:24](=[CH:25][C:26]([Br:31])=[CH:27][CH:28]=4)[NH:23][C:22]=3[C:21]([C:32]([OH:34])=[O:33])=[N:20][C:19]=2[CH3:37])[CH:15]=[CH:16][CH:17]=1)=[O:10])[C:2]1[CH:7]=[CH:6][CH:5]=[CH:4][CH:3]=1, predict the reactants needed to synthesize it. The reactants are: [CH2:1]([O:8][C:9]([NH:11][C:12]1[C:13]([CH3:38])=[C:14]([C:18]2[C:30]3[C:29]4[C:24](=[CH:25][C:26]([Br:31])=[CH:27][CH:28]=4)[NH:23][C:22]=3[C:21]([C:32]([O:34]CC)=[O:33])=[N:20][C:19]=2[CH3:37])[CH:15]=[CH:16][CH:17]=1)=[O:10])[C:2]1[CH:7]=[CH:6][CH:5]=[CH:4][CH:3]=1.O.[OH-].[Li+].O. (2) Given the product [Br:19][C:16]1[CH:15]=[C:3]2[C:2](=[CH:18][CH:17]=1)[NH:1][CH:24]([C:23]1[CH:26]=[CH:27][CH:28]=[C:21]([Cl:20])[CH:22]=1)[N:6]([CH2:7][C:8]([NH:9][C:10]([CH3:12])([CH3:13])[CH3:11])=[O:14])[C:4]2=[O:5], predict the reactants needed to synthesize it. The reactants are: [NH2:1][C:2]1[CH:18]=[CH:17][C:16]([Br:19])=[CH:15][C:3]=1[C:4]([NH:6][CH2:7][C:8](=[O:14])[NH:9][C:10]([CH3:13])([CH3:12])[CH3:11])=[O:5].[Cl:20][C:21]1[CH:22]=[C:23]([CH:26]=[CH:27][CH:28]=1)[CH:24]=O. (3) Given the product [NH2:29][C:26]1[N:27]=[CH:28][C:23]([C:12]2[N:11]=[C:10]3[C:15]([N:16]=[C:8]([N:4]4[CH2:5][CH2:6][N:7]([CH:35]=[O:44])[C@H:2]([CH3:1])[CH2:3]4)[N:9]3[CH2:30][C:31]([F:34])([F:32])[F:33])=[C:14]([N:17]3[CH2:18][CH2:19][O:20][CH2:21][CH2:22]3)[N:13]=2)=[CH:24][N:25]=1, predict the reactants needed to synthesize it. The reactants are: [CH3:1][C@H:2]1[NH:7][CH2:6][CH2:5][N:4]([C:8]2[N:9]([CH2:30][C:31]([F:34])([F:33])[F:32])[C:10]3[C:15]([N:16]=2)=[C:14]([N:17]2[CH2:22][CH2:21][O:20][CH2:19][CH2:18]2)[N:13]=[C:12]([C:23]2[CH:24]=[N:25][C:26]([NH2:29])=[N:27][CH:28]=2)[N:11]=3)[CH2:3]1.[CH3:35]N(CCS(O)(=O)=O)C.[OH-:44].[Na+]. (4) The reactants are: C(O[C@H:5]1[CH2:9][C@@H:8]([N:10]([C:18]([O:20][C:21]([CH3:24])([CH3:23])[CH3:22])=[O:19])[C:11]([O:13][C:14]([CH3:17])([CH3:16])[CH3:15])=[O:12])[CH:7]=[CH:6]1)(=O)C.[BH4-].[Na+].C(O)(=O)C. Given the product [CH3:16][C:14]([CH3:17])([O:13][C:11]([N:10]([C:18]([O:20][C:21]([CH3:24])([CH3:23])[CH3:22])=[O:19])[C@@H:8]1[CH2:9][CH2:5][CH:6]=[CH:7]1)=[O:12])[CH3:15], predict the reactants needed to synthesize it. (5) Given the product [CH3:8][N:5]1[CH2:6][CH2:7][CH:2]([O:1][C:10]([NH:28][C:29]2[CH:30]=[C:31]([CH2:41][CH2:42][CH2:43][C:44]([O:46][CH2:47][C:48]3[CH:49]=[CH:50][CH:51]=[CH:52][CH:53]=3)=[O:45])[CH:32]=[CH:33][C:34]=2[C:35]2[CH:36]=[CH:37][CH:38]=[CH:39][CH:40]=2)=[O:9])[CH2:3][CH2:4]1, predict the reactants needed to synthesize it. The reactants are: [OH:1][CH:2]1[CH2:7][CH2:6][N:5]([CH3:8])[CH2:4][CH2:3]1.[O:9]=[C:10](Cl)OC(Cl)(Cl)Cl.S(C1C=CC(C)=CC=1)(O)(=O)=O.[NH2:28][C:29]1[CH:30]=[C:31]([CH2:41][CH2:42][CH2:43][C:44]([O:46][CH2:47][C:48]2[CH:53]=[CH:52][CH:51]=[CH:50][CH:49]=2)=[O:45])[CH:32]=[CH:33][C:34]=1[C:35]1[CH:40]=[CH:39][CH:38]=[CH:37][CH:36]=1.N1C=CC=CC=1.